From a dataset of Reaction yield outcomes from USPTO patents with 853,638 reactions. Predict the reaction yield, written as a fraction of the theoretical maximum amount of product (1.0 means a 100% yield; for example, 0.34 means a 34% yield). The reactants are [CH3:1][NH:2][C:3]1[C:4]([NH2:12])=[CH:5][C:6]([N+:9]([O-:11])=[O:10])=[CH:7][CH:8]=1.[CH3:13][N:14]=[C:15]=S.C(Cl)CCl. The catalyst is N1C=CC=CC=1. The product is [CH3:13][NH:14][C:15]1[N:2]([CH3:1])[C:3]2[CH:8]=[CH:7][C:6]([N+:9]([O-:11])=[O:10])=[CH:5][C:4]=2[N:12]=1. The yield is 0.620.